From a dataset of Catalyst prediction with 721,799 reactions and 888 catalyst types from USPTO. Predict which catalyst facilitates the given reaction. Reactant: C(O[C:4](=O)[C:5]([O:7][CH2:8][CH3:9])=[O:6])C.[CH3:11][C:12](=O)[CH2:13][CH2:14][CH3:15].[Na].C(O)(=O)C.[CH3:22][NH:23][NH2:24]. Product: [CH3:22][N:23]1[C:4]([C:5]([O:7][CH2:8][CH3:9])=[O:6])=[CH:11][C:12]([CH2:13][CH2:14][CH3:15])=[N:24]1. The catalyst class is: 8.